This data is from Forward reaction prediction with 1.9M reactions from USPTO patents (1976-2016). The task is: Predict the product of the given reaction. (1) Given the reactants [NH2:1][CH2:2][CH2:3][C:4]1[C:12]2[C:7](=[CH:8][CH:9]=[CH:10][CH:11]=2)[NH:6][CH:5]=1.CCN(CC)CC.[S:20](Cl)([CH3:23])(=[O:22])=[O:21], predict the reaction product. The product is: [NH:6]1[C:7]2[C:12](=[CH:11][CH:10]=[CH:9][CH:8]=2)[C:4]([CH2:3][CH2:2][NH:1][S:20]([CH3:23])(=[O:22])=[O:21])=[CH:5]1. (2) Given the reactants [CH3:1][O:2][C:3]1[CH:4]=[C:5]([CH:34]=[CH:35][CH:36]=1)[CH2:6][NH:7][C:8]([C:10]1[CH:14]=[C:13]([C:15]2[C:23]3[C:18](=[N:19][CH:20]=[CH:21][CH:22]=3)[N:17](S(C3C=CC(C)=CC=3)(=O)=O)[CH:16]=2)[S:12][CH:11]=1)=[O:9].O[Li].O, predict the reaction product. The product is: [CH3:1][O:2][C:3]1[CH:4]=[C:5]([CH:34]=[CH:35][CH:36]=1)[CH2:6][NH:7][C:8]([C:10]1[CH:14]=[C:13]([C:15]2[C:23]3[C:18](=[N:19][CH:20]=[CH:21][CH:22]=3)[NH:17][CH:16]=2)[S:12][CH:11]=1)=[O:9]. (3) Given the reactants [NH2:1][C:2]1[CH:3]=[C:4]([C:8]2[CH:13]=[CH:12][C:11]([C:14]3[N:18]([C:19]4[CH:24]=[CH:23][CH:22]=[CH:21][C:20]=4[Cl:25])[N:17]=[C:16]([C:26]([OH:29])([CH3:28])[CH3:27])[CH:15]=3)=[CH:10][CH:9]=2)[CH:5]=[CH:6][CH:7]=1.C(N(CC)CC)C.[C:37](Cl)(=[O:39])[CH3:38], predict the reaction product. The product is: [Cl:25][C:20]1[CH:21]=[CH:22][CH:23]=[CH:24][C:19]=1[N:18]1[C:14]([C:11]2[CH:12]=[CH:13][C:8]([C:4]3[CH:5]=[CH:6][CH:7]=[C:2]([NH:1][C:37](=[O:39])[CH3:38])[CH:3]=3)=[CH:9][CH:10]=2)=[CH:15][C:16]([C:26]([OH:29])([CH3:27])[CH3:28])=[N:17]1. (4) Given the reactants [CH3:1][O:2][C:3](=[O:13])[CH:4]([NH2:12])[CH2:5][CH2:6][CH2:7][CH2:8][CH2:9][CH:10]=[CH2:11].[F:14][C:15]1[CH:16]=[C:17](B(O)O)[CH:18]=[C:19]([C:21]([F:24])([F:23])[F:22])[CH:20]=1.C(N(CC)CC)C.Cl, predict the reaction product. The product is: [CH3:1][O:2][C:3](=[O:13])[CH:4]([NH:12][C:17]1[CH:16]=[C:15]([F:14])[CH:20]=[C:19]([C:21]([F:23])([F:24])[F:22])[CH:18]=1)[CH2:5][CH2:6][CH2:7][CH2:8][CH2:9][CH:10]=[CH2:11]. (5) Given the reactants [OH:1][C@H:2]1[CH2:10][C:9]2[C:4](=[CH:5][CH:6]=[CH:7][CH:8]=2)[C@H:3]1[NH:11][C:12]([C:14]1[CH:19]=[CH:18][CH:17]=[C:16]([C:20]2[C:28]3[C:23](=[CH:24][CH:25]=[C:26]([C:29]4[N:33]=[CH:32][N:31](C(C5C=CC=CC=5)(C5C=CC=CC=5)C5C=CC=CC=5)[N:30]=4)[CH:27]=3)[N:22](C3CCCCO3)[N:21]=2)[CH:15]=1)=[O:13].Cl.C(=O)(O)[O-].[Na+], predict the reaction product. The product is: [NH:30]1[C:29]([C:26]2[CH:27]=[C:28]3[C:23](=[CH:24][CH:25]=2)[NH:22][N:21]=[C:20]3[C:16]2[CH:15]=[C:14]([C:12]([NH:11][C@@H:3]3[C:4]4[C:9](=[CH:8][CH:7]=[CH:6][CH:5]=4)[CH2:10][C@@H:2]3[OH:1])=[O:13])[CH:19]=[CH:18][CH:17]=2)=[N:33][CH:32]=[N:31]1. (6) Given the reactants C([O:3][C:4]([C:6]1[CH:10]=[C:9]([CH2:11][CH2:12][CH2:13][CH3:14])[NH:8][N:7]=1)=[O:5])C.[OH-].[Na+].Cl, predict the reaction product. The product is: [CH2:11]([C:9]1[NH:8][N:7]=[C:6]([C:4]([OH:5])=[O:3])[CH:10]=1)[CH2:12][CH2:13][CH3:14].